From a dataset of Catalyst prediction with 721,799 reactions and 888 catalyst types from USPTO. Predict which catalyst facilitates the given reaction. (1) Reactant: [Cl:1][CH2:2][C:3]1[N:4]=[C:5]([C:9]2[CH:14]=[CH:13][C:12]([CH3:15])=[CH:11][CH:10]=2)[O:6][C:7]=1[CH3:8].[C:16]1([P:22]([C:29]2[CH:34]=[CH:33][CH:32]=[CH:31][CH:30]=2)[C:23]2[CH:28]=[CH:27][CH:26]=[CH:25][CH:24]=2)[CH:21]=[CH:20][CH:19]=[CH:18][CH:17]=1. Product: [Cl-:1].[CH3:8][C:7]1[O:6][C:5]([C:9]2[CH:14]=[CH:13][C:12]([CH3:15])=[CH:11][CH:10]=2)=[N:4][C:3]=1[CH2:2][P+:22]([C:23]1[CH:24]=[CH:25][CH:26]=[CH:27][CH:28]=1)([C:29]1[CH:34]=[CH:33][CH:32]=[CH:31][CH:30]=1)[C:16]1[CH:17]=[CH:18][CH:19]=[CH:20][CH:21]=1. The catalyst class is: 10. (2) Reactant: [N:1]([CH:4]([CH3:28])[CH2:5][O:6][CH:7]1[CH2:27][CH2:26][C:10]2[N:11]=[C:12]([C:14]3[CH:19]=[CH:18][C:17]([O:20][CH2:21][CH:22]4[CH2:24][CH2:23]4)=[C:16]([F:25])[CH:15]=3)[O:13][C:9]=2[CH2:8]1)=[N+]=[N-].C1C[O:32][CH2:31][CH2:30]1. Product: [CH:22]1([CH2:21][O:20][C:17]2[CH:18]=[CH:19][C:14]([C:12]3[O:13][C:9]4[CH2:8][CH:7]([O:6][CH2:5][CH:4]([NH:1][C:31](=[O:32])[CH3:30])[CH3:28])[CH2:27][CH2:26][C:10]=4[N:11]=3)=[CH:15][C:16]=2[F:25])[CH2:24][CH2:23]1. The catalyst class is: 719. (3) The catalyst class is: 4. Reactant: [CH2:1]1[C:7]2[CH:8]=[CH:9][C:10]([OH:12])=[CH:11][C:6]=2[CH2:5][CH2:4][NH:3][CH2:2]1.C(N(CC)CC)C.[C:20]1(=O)[CH2:24][CH2:23][CH2:22][CH2:21]1.C(O[BH-](OC(=O)C)OC(=O)C)(=O)C.[Na+]. Product: [CH:20]1([N:3]2[CH2:2][CH2:1][C:7]3=[CH:8][CH:9]=[C:10]([OH:12])[CH2:11][C:6]3=[CH:5][CH2:4]2)[CH2:24][CH2:23][CH2:22][CH2:21]1. (4) Reactant: [CH2:1]([N:8]1[CH2:13][CH2:12][C:11](=O)[CH2:10][CH2:9]1)[C:2]1[CH:7]=[CH:6][CH:5]=[CH:4][CH:3]=1.[NH2:15][C:16]1[CH:21]=[CH:20][C:19]([C:22]([OH:31])([C:27]([F:30])([F:29])[F:28])[C:23]([F:26])([F:25])[F:24])=[CH:18][CH:17]=1.C[Si]([C:36]#[N:37])(C)C.[NH4+].[OH-]. Product: [CH2:1]([N:8]1[CH2:13][CH2:12][C:11]([NH:15][C:16]2[CH:17]=[CH:18][C:19]([C:22]([OH:31])([C:23]([F:24])([F:25])[F:26])[C:27]([F:28])([F:29])[F:30])=[CH:20][CH:21]=2)([C:36]#[N:37])[CH2:10][CH2:9]1)[C:2]1[CH:7]=[CH:6][CH:5]=[CH:4][CH:3]=1. The catalyst class is: 15. (5) Reactant: [N:1]1[CH:6]=[CH:5][CH:4]=[CH:3][C:2]=1[C:7]1[CH:8]=[C:9]([C:13]2[C:14](=[O:23])[NH:15][C:16]3([CH2:22][CH2:21][CH2:20][CH2:19][CH2:18]3)[N:17]=2)[CH:10]=[CH:11][CH:12]=1.[H-].[Na+].Br[CH2:27][C:28]([NH:30][C:31]1[CH:36]=[CH:35][CH:34]=[C:33]([C:37]([F:40])([F:39])[F:38])[CH:32]=1)=[O:29].CO. Product: [O:23]=[C:14]1[C:13]([C:9]2[CH:10]=[CH:11][CH:12]=[C:7]([C:2]3[CH:3]=[CH:4][CH:5]=[CH:6][N:1]=3)[CH:8]=2)=[N:17][C:16]2([CH2:22][CH2:21][CH2:20][CH2:19][CH2:18]2)[N:15]1[CH2:27][C:28]([NH:30][C:31]1[CH:36]=[CH:35][CH:34]=[C:33]([C:37]([F:38])([F:39])[F:40])[CH:32]=1)=[O:29]. The catalyst class is: 3. (6) Reactant: [CH2:1]([O:3][C:4]1[C:5]([CH3:14])=[C:6]([C:10]([OH:13])=[CH:11][CH:12]=1)[C:7]([OH:9])=O)[CH3:2].C(N1C=CN=C1)(N1C=CN=C1)=O.[CH2:27]([O:34][C:35]1[C:40]([CH2:41][NH:42][CH2:43][CH2:44][OH:45])=[C:39]([CH3:46])[CH:38]=[C:37]([CH3:47])[N:36]=1)[C:28]1[CH:33]=[CH:32][CH:31]=[CH:30][CH:29]=1.[OH-].[Na+]. Product: [CH2:27]([O:34][C:35]1[C:40]([CH2:41][N:42]([CH2:43][CH2:44][OH:45])[C:7](=[O:9])[C:6]2[C:10]([OH:13])=[CH:11][CH:12]=[C:4]([O:3][CH2:1][CH3:2])[C:5]=2[CH3:14])=[C:39]([CH3:46])[CH:38]=[C:37]([CH3:47])[N:36]=1)[C:28]1[CH:33]=[CH:32][CH:31]=[CH:30][CH:29]=1. The catalyst class is: 56. (7) Reactant: [Cl:1]C1C2C(=CC(S(N3CCC[C@@H]3C(NCCO)=O)(=O)=O)=CC=2)C(NC(N)=N)=NC=1.[Cl:30][C:31]1[C:40]2[C:35](=[CH:36][C:37]([S:41]([N:44]3[CH2:49][CH2:48][CH2:47][CH2:46][CH:45]3[C:50]([O-:52])=[O:51])(=[O:43])=[O:42])=[CH:38][CH:39]=2)[C:34]([NH:53][C:54]([NH2:56])=[NH:55])=[N:33][CH:32]=1.Cl. Product: [ClH:1].[Cl:30][C:31]1[C:40]2[C:35](=[CH:36][C:37]([S:41]([N:44]3[CH2:49][CH2:48][CH2:47][CH2:46][C@@H:45]3[C:50]([OH:52])=[O:51])(=[O:43])=[O:42])=[CH:38][CH:39]=2)[C:34]([NH:53][C:54]([NH2:56])=[NH:55])=[N:33][CH:32]=1. The catalyst class is: 25. (8) Reactant: [Br:1][C:2]1[CH:7]=[CH:6][CH:5]=[CH:4][C:3]=1I.B(O)(O)[C:10]1[CH:11]=[CH:12][C:13]([C:16]2[CH:17]=[CH:18][CH:19]=[CH:20][CH:21]=2)=[CH:14][CH:15]=1.C(=O)([O-])[O-].[Na+].[Na+]. Product: [Br:1][C:2]1[CH:7]=[CH:6][C:5]([C:17]2[CH:18]=[CH:19][CH:20]=[CH:21][C:16]=2[C:13]2[CH:12]=[CH:11][CH:10]=[CH:15][CH:14]=2)=[CH:4][CH:3]=1. The catalyst class is: 11. (9) Reactant: Br[CH2:2][CH2:3][CH:4]1[CH2:9][CH2:8][C:7]2[C:10]3[C:15]([NH:16][C:17]4[CH:22]=[CH:21][CH:20]=[C:19]([Br:23])[CH:18]=4)=[N:14][CH:13]=[N:12][C:11]=3[S:24][C:6]=2[CH2:5]1.[I-].[Na+].[CH3:27][O-:28].[Na+]. Product: [Br:23][C:19]1[CH:18]=[C:17]([NH:16][C:15]2[C:10]3[C:7]4[CH2:8][CH2:9][CH:4]([CH2:3][CH2:2][O:28][CH3:27])[CH2:5][C:6]=4[S:24][C:11]=3[N:12]=[CH:13][N:14]=2)[CH:22]=[CH:21][CH:20]=1. The catalyst class is: 3. (10) Reactant: [CH3:1][C:2]1[CH:3]=[C:4]([CH:6]=[C:7]([CH3:9])[CH:8]=1)[NH2:5].N1C=CC=CC=1.[Cl:16][C:17]1[CH:22]=[C:21]([Cl:23])[C:20]([CH3:24])=[CH:19][C:18]=1[S:25](Cl)(=[O:27])=[O:26]. Product: [Cl:16][C:17]1[CH:22]=[C:21]([Cl:23])[C:20]([CH3:24])=[CH:19][C:18]=1[S:25]([NH:5][C:4]1[CH:6]=[C:7]([CH3:9])[CH:8]=[C:2]([CH3:1])[CH:3]=1)(=[O:27])=[O:26]. The catalyst class is: 2.